Task: Predict the reactants needed to synthesize the given product.. Dataset: Full USPTO retrosynthesis dataset with 1.9M reactions from patents (1976-2016) Given the product [O:1]1[CH2:2][CH:3]=[C:4]([C:7]2[CH:8]=[C:9]([NH:13][C:15]3[C:24]4[C:19](=[CH:20][C:21]([F:26])=[CH:22][C:23]=4[F:25])[N:18]=[C:17]([C:27]4[CH:32]=[C:31]([CH3:33])[CH:30]=[CH:29][N:28]=4)[C:16]=3[CH3:34])[CH:10]=[N:11][CH:12]=2)[CH2:5][CH2:6]1, predict the reactants needed to synthesize it. The reactants are: [O:1]1[CH2:6][CH:5]=[C:4]([C:7]2[CH:8]=[C:9]([NH2:13])[CH:10]=[N:11][CH:12]=2)[CH2:3][CH2:2]1.Cl[C:15]1[C:24]2[C:19](=[CH:20][C:21]([F:26])=[CH:22][C:23]=2[F:25])[N:18]=[C:17]([C:27]2[CH:32]=[C:31]([CH3:33])[CH:30]=[CH:29][N:28]=2)[C:16]=1[CH3:34].C1(P(C2CCCCC2)C2(C(C)C)CC(C(C)C)=CC(C(C)C)=C2C2C=CC=CC=2)CCCCC1.CC(C1C=C(C(C)C)C(C2C=CC=CC=2P(C2CCCCC2)C2CCCCC2)=C(C(C)C)C=1)C.CC(C)([O-])C.[Na+].